This data is from Reaction yield outcomes from USPTO patents with 853,638 reactions. The task is: Predict the reaction yield, written as a fraction of the theoretical maximum amount of product (1.0 means a 100% yield; for example, 0.34 means a 34% yield). (1) The reactants are [NH2:1][C:2]1[C:11]([F:12])=[C:10]([NH:13][CH2:14][CH2:15][NH:16][C:17]2[CH:22]=[CH:21][CH:20]=[CH:19][N:18]=2)[C:9]([F:23])=[C:8]2[C:3]=1[C:4](=[O:32])[CH:5]=[C:6]([C:27]([O:29]CC)=[O:28])[N:7]2[CH:24]1[CH2:26][CH2:25]1.[OH-].[Na+]. The catalyst is CCO. The product is [NH2:1][C:2]1[C:11]([F:12])=[C:10]([NH:13][CH2:14][CH2:15][NH:16][C:17]2[CH:22]=[CH:21][CH:20]=[CH:19][N:18]=2)[C:9]([F:23])=[C:8]2[C:3]=1[C:4](=[O:32])[CH:5]=[C:6]([C:27]([OH:29])=[O:28])[N:7]2[CH:24]1[CH2:25][CH2:26]1. The yield is 0.830. (2) The reactants are O[C:2]1[C:3]([C:11]([OH:13])=[O:12])=[N:4][N:5]([CH3:10])[C:6](=[O:9])[C:7]=1[CH3:8].O=P(Cl)(Cl)[Cl:16]. The catalyst is CN(C=O)C. The product is [Cl:16][C:2]1[C:3]([C:11]([OH:13])=[O:12])=[N:4][N:5]([CH3:10])[C:6](=[O:9])[C:7]=1[CH3:8]. The yield is 0.300.